From a dataset of Catalyst prediction with 721,799 reactions and 888 catalyst types from USPTO. Predict which catalyst facilitates the given reaction. (1) Reactant: C([N:8]1[CH2:12][C@@H:11]([C:13]2[CH:18]=[CH:17][CH:16]=[CH:15][C:14]=2[C:19]([O:21][CH2:22][CH3:23])=[O:20])[C@H:10]([C:24]([O:26]CC2C=CC=CC=2)=[O:25])[CH2:9]1)C1C=CC=CC=1.[C:42](O[C:42]([O:44][C:45]([CH3:48])([CH3:47])[CH3:46])=[O:43])([O:44][C:45]([CH3:48])([CH3:47])[CH3:46])=[O:43].[H][H]. Product: [C:45]([O:44][C:42]([N:8]1[CH2:12][C@@H:11]([C:13]2[CH:18]=[CH:17][CH:16]=[CH:15][C:14]=2[C:19]([O:21][CH2:22][CH3:23])=[O:20])[C@H:10]([C:24]([OH:26])=[O:25])[CH2:9]1)=[O:43])([CH3:46])([CH3:47])[CH3:48]. The catalyst class is: 19. (2) Reactant: [F:1][C:2]([F:33])([F:32])[C:3]1([CH2:8][N:9]2[CH2:14][CH2:13][CH:12]([CH2:15][O:16][C:17]3[N:22]=[CH:21][C:20]([C:23]4[CH:31]=[CH:30][C:26]([C:27]([OH:29])=O)=[CH:25][CH:24]=4)=[CH:19][CH:18]=3)[CH2:11][CH2:10]2)[CH2:7][CH2:6][CH2:5][CH2:4]1.[NH:34]1[CH2:38][CH2:37][C@H:36]([OH:39])[CH2:35]1.C(Cl)CCl.C1C=CC2N(O)N=NC=2C=1.CCN(C(C)C)C(C)C. Product: [OH:39][C@H:36]1[CH2:37][CH2:38][N:34]([C:27]([C:26]2[CH:25]=[CH:24][C:23]([C:20]3[CH:21]=[N:22][C:17]([O:16][CH2:15][CH:12]4[CH2:11][CH2:10][N:9]([CH2:8][C:3]5([C:2]([F:33])([F:1])[F:32])[CH2:4][CH2:5][CH2:6][CH2:7]5)[CH2:14][CH2:13]4)=[CH:18][CH:19]=3)=[CH:31][CH:30]=2)=[O:29])[CH2:35]1. The catalyst class is: 18. (3) Reactant: [H-].[Na+].[OH:3][CH:4]1[C:12]2[C:7](=[CH:8][CH:9]=[C:10]([C:13]([F:16])([F:15])[F:14])[CH:11]=2)[CH:6]([N:17]2[CH2:22][CH2:21][N:20]([C:23]3([CH3:36])[CH2:28][CH2:27][N:26]([C:29]([O:31][C:32]([CH3:35])([CH3:34])[CH3:33])=[O:30])[CH2:25][CH2:24]3)[CH2:19][CH:18]2[CH3:37])[CH2:5]1.[CH3:38]I. Product: [CH3:38][O:3][CH:4]1[C:12]2[C:7](=[CH:8][CH:9]=[C:10]([C:13]([F:16])([F:14])[F:15])[CH:11]=2)[CH:6]([N:17]2[CH2:22][CH2:21][N:20]([C:23]3([CH3:36])[CH2:24][CH2:25][N:26]([C:29]([O:31][C:32]([CH3:35])([CH3:34])[CH3:33])=[O:30])[CH2:27][CH2:28]3)[CH2:19][C@@H:18]2[CH3:37])[CH2:5]1. The catalyst class is: 7. (4) Reactant: [F:1][C:2]1[C:10]([CH:11]=[N:12]O)=[CH:9][CH:8]=[C:7]2[C:3]=1[CH:4]=[CH:5][NH:6]2. Product: [F:1][C:2]1[C:10]([CH2:11][NH2:12])=[CH:9][CH:8]=[C:7]2[C:3]=1[CH:4]=[CH:5][NH:6]2. The catalyst class is: 834. (5) Reactant: [NH2:1][CH:2]1[CH:6]([F:7])[CH2:5][N:4]([C:8]([O:10][CH2:11][C:12]2[CH:17]=[CH:16][CH:15]=[CH:14][CH:13]=2)=[O:9])[CH2:3]1.C(N(CC)CC)C.[C:25](O[C:25]([O:27][C:28]([CH3:31])([CH3:30])[CH3:29])=[O:26])([O:27][C:28]([CH3:31])([CH3:30])[CH3:29])=[O:26]. Product: [C:28]([O:27][C:25]([NH:1][CH:2]1[CH:6]([F:7])[CH2:5][N:4]([C:8]([O:10][CH2:11][C:12]2[CH:17]=[CH:16][CH:15]=[CH:14][CH:13]=2)=[O:9])[CH2:3]1)=[O:26])([CH3:31])([CH3:30])[CH3:29]. The catalyst class is: 4. (6) Reactant: C(O[BH-](OC(=O)C)OC(=O)C)(=O)C.[Na+].[CH2:15]([O:17][C:18]1[CH:19]=[C:20]([N:27]2[CH2:32][CH2:31][C:30](=O)[CH2:29][CH2:28]2)[CH:21]=[CH:22][C:23]=1[N+:24]([O-:26])=[O:25])[CH3:16].[CH3:34][S:35]([N:38]1[CH2:43][CH2:42][NH:41][CH2:40][CH2:39]1)(=[O:37])=[O:36].C(O)(=O)C.C([O-])(O)=O.[Na+]. Product: [CH2:15]([O:17][C:18]1[CH:19]=[C:20]([N:27]2[CH2:32][CH2:31][CH:30]([N:41]3[CH2:42][CH2:43][N:38]([S:35]([CH3:34])(=[O:37])=[O:36])[CH2:39][CH2:40]3)[CH2:29][CH2:28]2)[CH:21]=[CH:22][C:23]=1[N+:24]([O-:26])=[O:25])[CH3:16]. The catalyst class is: 26.